This data is from Full USPTO retrosynthesis dataset with 1.9M reactions from patents (1976-2016). The task is: Predict the reactants needed to synthesize the given product. Given the product [Cl:28][C:10]1[CH:11]=[CH:12][C:13]([C:15]([NH:16][C:17]2[CH:18]=[CH:19][C:20]([C:23]([CH3:26])([CH3:24])[CH3:25])=[CH:21][CH:22]=2)=[O:27])=[CH:14][C:9]=1[N:8]([C:3]1[C:2]([Cl:1])=[CH:7][CH:6]=[CH:5][N:4]=1)[CH2:29][C:30](=[O:32])[NH2:36], predict the reactants needed to synthesize it. The reactants are: [Cl:1][C:2]1[C:3]([N:8]([CH2:29][C:30]([OH:32])=O)[C:9]2[CH:14]=[C:13]([C:15](=[O:27])[NH:16][C:17]3[CH:22]=[CH:21][C:20]([C:23]([CH3:26])([CH3:25])[CH3:24])=[CH:19][CH:18]=3)[CH:12]=[CH:11][C:10]=2[Cl:28])=[N:4][CH:5]=[CH:6][CH:7]=1.[Cl-].[NH4+].O[N:36]1C2C=CC=CC=2N=N1.Cl.C(N=C=NCCCN(C)C)C.